Binary Classification. Given a T-cell receptor sequence (or CDR3 region) and an epitope sequence, predict whether binding occurs between them. From a dataset of TCR-epitope binding with 47,182 pairs between 192 epitopes and 23,139 TCRs. The epitope is RLRAEAQVK. The TCR CDR3 sequence is CAITRLIGTTDTEAFF. Result: 1 (the TCR binds to the epitope).